Dataset: Full USPTO retrosynthesis dataset with 1.9M reactions from patents (1976-2016). Task: Predict the reactants needed to synthesize the given product. (1) Given the product [Si:13]([O:1][C:2]1[CH:11]=[CH:10][CH:9]=[C:8]([CH3:12])[C:3]=1[C:4]([O:6][CH3:7])=[O:5])([C:16]([CH3:19])([CH3:18])[CH3:17])([CH3:15])[CH3:14], predict the reactants needed to synthesize it. The reactants are: [OH:1][C:2]1[CH:11]=[CH:10][CH:9]=[C:8]([CH3:12])[C:3]=1[C:4]([O:6][CH3:7])=[O:5].[Si:13](Cl)([C:16]([CH3:19])([CH3:18])[CH3:17])([CH3:15])[CH3:14].C(N(CC)C(C)C)(C)C. (2) Given the product [O-2:1].[Zr+4:4].[O-2:1].[O-2:1].[Ce+3:5].[O-2:1].[O-2:1].[Ce+3:5].[O-2:1].[La+3:6].[O-2:1].[O-2:1].[La+3:6], predict the reactants needed to synthesize it. The reactants are: [O:1](Cl)Cl.[Zr:4].[Ce:5].[La:6]. (3) Given the product [O:1]=[C:2]1[CH2:6][CH2:5][CH:4]([C:7]([O:9][C:16]([CH3:19])([CH3:18])[CH3:17])=[O:8])[CH2:3]1, predict the reactants needed to synthesize it. The reactants are: [O:1]=[C:2]1[CH2:6][CH2:5][CH:4]([C:7]([OH:9])=[O:8])[CH2:3]1.C(NC(=NC(C)C)O[C:16]([CH3:19])([CH3:18])[CH3:17])(C)C. (4) Given the product [C:1]([O:5][C:6]([N:8]1[CH2:13][C@@H:12]([C:14](=[O:37])[NH:15][CH2:16][C:17]2([CH2:31][CH2:32][CH2:33][CH2:34][O:35][CH3:36])[C:30]3[CH:29]=[CH:28][CH:27]=[CH:26][C:25]=3[O:24][C:23]3[C:18]2=[CH:19][CH:20]=[CH:21][CH:22]=3)[CH2:11][C@@H:10]([C:38](=[O:40])[N:45]([CH:42]([CH3:44])[CH3:43])[CH2:46][CH2:47][CH:48]([CH3:50])[CH3:49])[CH2:9]1)=[O:7])([CH3:2])([CH3:3])[CH3:4], predict the reactants needed to synthesize it. The reactants are: [C:1]([O:5][C:6]([N:8]1[CH2:13][C@@H:12]([C:14](=[O:37])[NH:15][CH2:16][C:17]2([CH2:31][CH2:32][CH2:33][CH2:34][O:35][CH3:36])[C:30]3[CH:29]=[CH:28][CH:27]=[CH:26][C:25]=3[O:24][C:23]3[C:18]2=[CH:19][CH:20]=[CH:21][CH:22]=3)[CH2:11][C@@H:10]([C:38]([OH:40])=O)[CH2:9]1)=[O:7])([CH3:4])([CH3:3])[CH3:2].Cl.[CH:42]([NH:45][CH2:46][CH2:47][CH:48]([CH3:50])[CH3:49])([CH3:44])[CH3:43]. (5) Given the product [C:1]([O:5][C:6]([N:8]1[C:16]2[CH:15]=[C:14]([C:20]([CH3:22])=[CH2:21])[N:13]=[CH:12][C:11]=2[C:10]([CH3:19])([CH3:18])[CH2:9]1)=[O:7])([CH3:4])([CH3:3])[CH3:2], predict the reactants needed to synthesize it. The reactants are: [C:1]([O:5][C:6]([N:8]1[C:16]2[CH:15]=[C:14](Cl)[N:13]=[CH:12][C:11]=2[C:10]([CH3:19])([CH3:18])[CH2:9]1)=[O:7])([CH3:4])([CH3:3])[CH3:2].[C:20](B1OC(C)(C)C(C)(C)O1)([CH3:22])=[CH2:21].